From a dataset of Full USPTO retrosynthesis dataset with 1.9M reactions from patents (1976-2016). Predict the reactants needed to synthesize the given product. Given the product [N:1]1([C:18]2[CH:19]=[C:14]([NH2:13])[CH:15]=[N:20][CH:21]=2)[CH:5]=[CH:4][N:3]=[CH:2]1, predict the reactants needed to synthesize it. The reactants are: [NH:1]1[CH:5]=[CH:4][N:3]=[CH:2]1.C(=O)([O-])[O-].[Cs+].[Cs+].C[NH:13][C@@H:14]1[CH2:19][CH2:18]CC[C@H:15]1[NH:20][CH3:21].BrC1C=C(N)C=NC=1.